This data is from Catalyst prediction with 721,799 reactions and 888 catalyst types from USPTO. The task is: Predict which catalyst facilitates the given reaction. Reactant: [NH2:1][C:2]1[CH:3]=[C:4]([CH:17]=[CH:18][CH:19]=1)[O:5][C:6]1[C:15]2[N:14]=[CH:13][C:12](=[O:16])[NH:11][C:10]=2[N:9]=[CH:8][CH:7]=1.C(N(C(C)C)CC)(C)C.[F:29][C:30]([F:42])([F:41])[O:31][C:32]1[CH:33]=[C:34]([CH:38]=[CH:39][CH:40]=1)[C:35](Cl)=[O:36]. The catalyst class is: 1. Product: [O:16]=[C:12]1[NH:11][C:10]2[N:9]=[CH:8][CH:7]=[C:6]([O:5][C:4]3[CH:3]=[C:2]([NH:1][C:35](=[O:36])[C:34]4[CH:38]=[CH:39][CH:40]=[C:32]([O:31][C:30]([F:29])([F:41])[F:42])[CH:33]=4)[CH:19]=[CH:18][CH:17]=3)[C:15]=2[N:14]=[CH:13]1.